This data is from NCI-60 drug combinations with 297,098 pairs across 59 cell lines. The task is: Regression. Given two drug SMILES strings and cell line genomic features, predict the synergy score measuring deviation from expected non-interaction effect. Drug 1: CNC(=O)C1=CC=CC=C1SC2=CC3=C(C=C2)C(=NN3)C=CC4=CC=CC=N4. Drug 2: B(C(CC(C)C)NC(=O)C(CC1=CC=CC=C1)NC(=O)C2=NC=CN=C2)(O)O. Cell line: SK-MEL-2. Synergy scores: CSS=4.62, Synergy_ZIP=0.376, Synergy_Bliss=2.71, Synergy_Loewe=1.55, Synergy_HSA=1.55.